Dataset: Forward reaction prediction with 1.9M reactions from USPTO patents (1976-2016). Task: Predict the product of the given reaction. (1) Given the reactants [CH:1]([S:4]([C:7]1[CH:13]=[CH:12][CH:11]=[CH:10][C:8]=1[NH2:9])(=[O:6])=[O:5])([CH3:3])[CH3:2].[H-].[Na+].[Cl:16][C:17]1[N:22]=[C:21](Cl)[C:20]([Cl:24])=[CH:19][N:18]=1, predict the reaction product. The product is: [Cl:16][C:17]1[N:22]=[C:21]([NH:9][C:8]2[CH:10]=[CH:11][CH:12]=[CH:13][C:7]=2[S:4]([CH:1]([CH3:3])[CH3:2])(=[O:6])=[O:5])[C:20]([Cl:24])=[CH:19][N:18]=1. (2) The product is: [CH2:22]([O:21][C:19]([NH:2][C@H:3]([C:8]([O:10][CH3:11])=[O:9])[CH2:4][CH2:5][CH2:6][CH3:7])=[O:20])[C:23]1[CH:28]=[CH:27][CH:26]=[CH:25][CH:24]=1. Given the reactants Cl.[NH2:2][C@H:3]([C:8]([O:10][CH3:11])=[O:9])[CH2:4][CH2:5][CH2:6][CH3:7].C(=O)([O-])[O-].[K+].[K+].Cl[C:19]([O:21][CH2:22][C:23]1[CH:28]=[CH:27][CH:26]=[CH:25][CH:24]=1)=[O:20], predict the reaction product. (3) The product is: [CH3:23][O:24][C:25]1[CH:26]=[C:27]([C:34]2[CH:38]=[CH:37][N:36]([CH2:39][CH2:40][NH:41][C:7]([C:5]3[CH:6]=[C:2]([CH3:1])[NH:3][N:4]=3)=[O:9])[N:35]=2)[CH:28]=[CH:29][C:30]=1[N+:31]([O-:33])=[O:32]. Given the reactants [CH3:1][C:2]1[CH:6]=[C:5]([C:7]([OH:9])=O)[NH:4][N:3]=1.C1C=CC2N(O)N=NC=2C=1.N=C=N.[CH3:23][O:24][C:25]1[CH:26]=[C:27]([C:34]2[CH:38]=[CH:37][N:36]([CH2:39][CH2:40][NH2:41])[N:35]=2)[CH:28]=[CH:29][C:30]=1[N+:31]([O-:33])=[O:32].C(O)C(N)(CO)CO, predict the reaction product. (4) Given the reactants [CH3:1]/[CH:2]=[CH:3]\[CH3:4].[CH3:5]/[CH:6]=[CH:7]/[CH3:8].[CH2:9]=[C:10](C)C.C=CC=C.C=CCC.CCCC, predict the reaction product. The product is: [CH:2]([C:6]1[CH:5]=[CH:10][CH:9]=[CH:8][CH:7]=1)([CH2:3][CH3:4])[CH3:1].